Dataset: Forward reaction prediction with 1.9M reactions from USPTO patents (1976-2016). Task: Predict the product of the given reaction. (1) Given the reactants C(OC([N:11]1[CH2:22][CH2:21][C:14]2([CH2:19][C:18](=[O:20])[O:17][CH2:16][CH2:15]2)[CH2:13][CH2:12]1)=O)C1C=CC=CC=1, predict the reaction product. The product is: [O:20]=[C:18]1[O:17][CH2:16][CH2:15][C:14]2([CH2:21][CH2:22][NH:11][CH2:12][CH2:13]2)[CH2:19]1. (2) The product is: [Br:16][C:13]1[C:6]2[N:7]=[C:8]([S:11][CH3:12])[N:9]=[CH:10][C:5]=2[C:4](=[O:15])[N:3]([CH2:1][CH3:2])[CH:14]=1. Given the reactants [CH2:1]([N:3]1[CH:14]=[CH:13][C:6]2[N:7]=[C:8]([S:11][CH3:12])[N:9]=[CH:10][C:5]=2[C:4]1=[O:15])[CH3:2].[Br:16]Br, predict the reaction product. (3) Given the reactants [C:1]([C:3]1[CH:8]=[CH:7][C:6]([N:9]([CH2:14][CH2:15][CH3:16])[CH2:10][C:11]([OH:13])=O)=[CH:5][C:4]=1[C:17]([F:20])([F:19])[F:18])#[N:2].[CH2:21]([NH2:28])[C:22]1[CH:27]=[CH:26][CH:25]=[CH:24][CH:23]=1, predict the reaction product. The product is: [C:1]([C:3]1[CH:8]=[CH:7][C:6]([N:9]([CH2:14][CH2:15][CH3:16])[CH2:10][C:11]([NH:28][CH2:21][C:22]2[CH:27]=[CH:26][CH:25]=[CH:24][CH:23]=2)=[O:13])=[CH:5][C:4]=1[C:17]([F:20])([F:19])[F:18])#[N:2]. (4) The product is: [Br:1][C:2]1[CH:13]=[CH:12][C:5]([C:6](=[O:7])[CH3:15])=[C:4]([F:14])[CH:3]=1. Given the reactants [Br:1][C:2]1[CH:13]=[CH:12][C:5]([C:6](N(OC)C)=[O:7])=[C:4]([F:14])[CH:3]=1.[CH3:15][Mg]Br.[Cl-].[NH4+], predict the reaction product. (5) Given the reactants [CH3:1][O:2][C:3]1[CH:4]=[C:5]([CH:14]=[CH:15][C:16]=1[N+:17]([O-:19])=[O:18])[O:6][C:7]1[CH:12]=[CH:11][N:10]=[C:9]([NH2:13])[CH:8]=1.CCN(C(C)C)C(C)C.[CH3:29][O:30][CH2:31][C:32](Cl)=[O:33].N, predict the reaction product. The product is: [CH3:29][O:30][CH2:31][C:32]([NH:13][C:9]1[CH:8]=[C:7]([O:6][C:5]2[CH:14]=[CH:15][C:16]([N+:17]([O-:19])=[O:18])=[C:3]([O:2][CH3:1])[CH:4]=2)[CH:12]=[CH:11][N:10]=1)=[O:33]. (6) Given the reactants Br[CH2:2][CH2:3][NH:4][C:5](=[O:11])[O:6][C:7]([CH3:10])([CH3:9])[CH3:8].[CH:12]([O:15][CH2:16][CH2:17][NH2:18])([CH3:14])[CH3:13].O, predict the reaction product. The product is: [CH:12]([O:15][CH2:16][CH2:17][NH:18][CH2:2][CH2:3][NH:4][C:5](=[O:11])[O:6][C:7]([CH3:10])([CH3:9])[CH3:8])([CH3:14])[CH3:13]. (7) Given the reactants [Cl-].Cl[CH2:3][CH2:4][NH+:5]([CH2:7][CH2:8]Cl)[CH3:6].[NH2:10][C:11]1[CH:12]=[N:13][C:14]([C:17]2[CH:18]=[C:19]([CH:36]=[CH:37][CH:38]=2)[CH2:20][N:21]2[C:26](=[O:27])[CH:25]=[CH:24][C:23]([C:28]3[CH:33]=[C:32]([F:34])[CH:31]=[C:30]([F:35])[CH:29]=3)=[N:22]2)=[N:15][CH:16]=1.ClCCl, predict the reaction product. The product is: [F:35][C:30]1[CH:29]=[C:28]([C:23]2[CH:24]=[CH:25][C:26](=[O:27])[N:21]([CH2:20][C:19]3[CH:36]=[CH:37][CH:38]=[C:17]([C:14]4[N:13]=[CH:12][C:11]([N:10]5[CH2:8][CH2:7][N:5]([CH3:6])[CH2:4][CH2:3]5)=[CH:16][N:15]=4)[CH:18]=3)[N:22]=2)[CH:33]=[C:32]([F:34])[CH:31]=1. (8) Given the reactants [F:1][C:2]1[CH:7]=[CH:6][C:5]([C:8](=O)[CH2:9][C:10]2[C:11]([C:16]([OH:18])=O)=[N:12][CH:13]=[CH:14][CH:15]=2)=[CH:4][CH:3]=1.[CH2:20]([NH2:23])[CH2:21][NH2:22], predict the reaction product. The product is: [F:1][C:2]1[CH:3]=[CH:4][C:5]([C:8]23[NH:23][CH2:20][CH2:21][N:22]2[C:16](=[O:18])[C:11]2[N:12]=[CH:13][CH:14]=[CH:15][C:10]=2[CH2:9]3)=[CH:6][CH:7]=1.